This data is from Reaction yield outcomes from USPTO patents with 853,638 reactions. The task is: Predict the reaction yield, written as a fraction of the theoretical maximum amount of product (1.0 means a 100% yield; for example, 0.34 means a 34% yield). (1) The product is [CH3:38][S:39]([O:29][C@@H:25]1[C@@H:26]([CH3:28])[CH2:27][N:22]([C:21]2[CH:20]=[CH:19][N:18]=[CH:17][C:16]=2[N:8]([C:9]([O:10][C:11]([CH3:14])([CH3:13])[CH3:12])=[O:15])[C:6]([O:5][C:1]([CH3:2])([CH3:3])[CH3:4])=[O:7])[CH2:23][C@H:24]1[NH:30][C:31]([O:33][C:34]([CH3:36])([CH3:35])[CH3:37])=[O:32])(=[O:41])=[O:40]. The yield is 0.990. The reactants are [C:1]([O:5][C:6]([N:8]([C:16]1[CH:17]=[N:18][CH:19]=[CH:20][C:21]=1[N:22]1[CH2:27][C@H:26]([CH3:28])[C@@H:25]([OH:29])[C@H:24]([NH:30][C:31]([O:33][C:34]([CH3:37])([CH3:36])[CH3:35])=[O:32])[CH2:23]1)[C:9](=[O:15])[O:10][C:11]([CH3:14])([CH3:13])[CH3:12])=[O:7])([CH3:4])([CH3:3])[CH3:2].[CH3:38][S:39](Cl)(=[O:41])=[O:40]. The catalyst is C(Cl)Cl. (2) The reactants are [CH3:1][N:2]1[C:10]2[C:5](=[CH:6][C:7]([O:11][C:12]3[C:17]([CH2:18][NH2:19])=[CH:16][CH:15]=[CH:14][N:13]=3)=[CH:8][CH:9]=2)[CH:4]=[N:3]1.ClC(Cl)(Cl)C[O:23][C:24](=O)[NH:25][C:26]1[N:27]([C:35]2[CH:40]=[CH:39][C:38]([CH3:41])=[CH:37][CH:36]=2)[N:28]=[C:29]([C:31]([CH3:34])([CH3:33])[CH3:32])[CH:30]=1.CCN(C(C)C)C(C)C. The catalyst is CN(C=O)C. The product is [C:31]([C:29]1[CH:30]=[C:26]([NH:25][C:24]([NH:19][CH2:18][C:17]2[C:12]([O:11][C:7]3[CH:6]=[C:5]4[C:10](=[CH:9][CH:8]=3)[N:2]([CH3:1])[N:3]=[CH:4]4)=[N:13][CH:14]=[CH:15][CH:16]=2)=[O:23])[N:27]([C:35]2[CH:40]=[CH:39][C:38]([CH3:41])=[CH:37][CH:36]=2)[N:28]=1)([CH3:34])([CH3:32])[CH3:33]. The yield is 1.00. (3) The reactants are [Cl-].[C:2]([C:6]1[CH:11]=[CH:10][C:9]([I+:12][C:13]2[CH:18]=[CH:17][C:16]([C:19]([CH3:22])([CH3:21])[CH3:20])=[CH:15][CH:14]=2)=[CH:8][CH:7]=1)([CH3:5])([CH3:4])[CH3:3].[CH3:23][O:24][C:25]1[C:26]2[C:31]([C:32]([O:44][CH3:45])=[C:33]3[C:38]=1[CH:37]=[C:36]([S:39]([O:42]C)(=[O:41])=[O:40])[CH:35]=[CH:34]3)=[CH:30][CH:29]=[CH:28][CH:27]=2. The catalyst is C(#N)C. The product is [CH3:23][O:24][C:25]1[C:26]2[C:31]([C:32]([O:44][CH3:45])=[C:33]3[C:38]=1[CH:37]=[C:36]([S:39]([O-:42])(=[O:40])=[O:41])[CH:35]=[CH:34]3)=[CH:30][CH:29]=[CH:28][CH:27]=2.[C:19]([C:16]1[CH:17]=[CH:18][C:13]([I+:12][C:9]2[CH:8]=[CH:7][C:6]([C:2]([CH3:5])([CH3:4])[CH3:3])=[CH:11][CH:10]=2)=[CH:14][CH:15]=1)([CH3:22])([CH3:21])[CH3:20]. The yield is 0.780.